This data is from CYP3A4 inhibition data for predicting drug metabolism from PubChem BioAssay. The task is: Regression/Classification. Given a drug SMILES string, predict its absorption, distribution, metabolism, or excretion properties. Task type varies by dataset: regression for continuous measurements (e.g., permeability, clearance, half-life) or binary classification for categorical outcomes (e.g., BBB penetration, CYP inhibition). Dataset: cyp3a4_veith. (1) The drug is CC(C)(C)c1ccc(S(=O)(=O)N2CC3CC(C2)c2cccc(=O)n2C3)cc1. The result is 1 (inhibitor). (2) The result is 0 (non-inhibitor). The molecule is CCn1c(O)c(/C=C2\C=Nc3ccccc32)sc1=Nc1ccc(C)cc1. (3) The drug is Cc1c(NC(=S)NC(=O)C(c2ccccc2)c2ccccc2)cccc1C(=O)O. The result is 0 (non-inhibitor). (4) The drug is CCCCCCCC(=O)NNC(=O)CCC(=O)O. The result is 0 (non-inhibitor). (5) The drug is COc1ccc(NC2=Nc3cccc4cccc2c34)cc1OC. The result is 0 (non-inhibitor).